Task: Predict the reactants needed to synthesize the given product.. Dataset: Full USPTO retrosynthesis dataset with 1.9M reactions from patents (1976-2016) (1) Given the product [Si:1]([O:8][C@H:9]([C@H:32]1[CH2:36][C:35]([C:37]2[CH:38]=[CH:39][CH:40]=[CH:41][CH:42]=2)=[CH:34][N:33]1[C:44]([O:46][C:47]([CH3:50])([CH3:49])[CH3:48])=[O:45])[C@@H:10]([NH:20][C:21](=[O:31])[C:22]1[CH:27]=[CH:26][CH:25]=[C:24]([C:28](=[O:30])[NH2:29])[CH:23]=1)[CH2:11][C:12]1[CH:13]=[C:14]([F:19])[CH:15]=[C:16]([F:18])[CH:17]=1)([C:4]([CH3:6])([CH3:7])[CH3:5])([CH3:3])[CH3:2], predict the reactants needed to synthesize it. The reactants are: [Si:1]([O:8][C@H:9]([C@H:32]1[CH2:36][C:35](O)([C:37]2[CH:42]=[CH:41][CH:40]=[CH:39][CH:38]=2)[CH2:34][N:33]1[C:44]([O:46][C:47]([CH3:50])([CH3:49])[CH3:48])=[O:45])[C@@H:10]([NH:20][C:21](=[O:31])[C:22]1[CH:27]=[CH:26][CH:25]=[C:24]([C:28](=[O:30])[NH2:29])[CH:23]=1)[CH2:11][C:12]1[CH:17]=[C:16]([F:18])[CH:15]=[C:14]([F:19])[CH:13]=1)([C:4]([CH3:7])([CH3:6])[CH3:5])([CH3:3])[CH3:2].[SiH](CC)(CC)CC.C(O)(C(F)(F)F)=O. (2) Given the product [Cl:12][C:4]1[N:3]=[C:2]([NH:20][CH2:19][C:18]2[CH:21]=[CH:22][C:15]([O:14][CH3:13])=[CH:16][CH:17]=2)[CH:7]=[C:6]([C:8]([F:11])([F:10])[F:9])[CH:5]=1, predict the reactants needed to synthesize it. The reactants are: Cl[C:2]1[CH:7]=[C:6]([C:8]([F:11])([F:10])[F:9])[CH:5]=[C:4]([Cl:12])[N:3]=1.[CH3:13][O:14][C:15]1[CH:22]=[CH:21][C:18]([CH2:19][NH2:20])=[CH:17][CH:16]=1. (3) Given the product [OH:1][CH2:2][C:3]1[CH:7]=[C:6]([C:8]2[S:9][CH:10]=[CH:11][CH:12]=2)[N:5]([CH2:25][C:24]2[CH:27]=[CH:28][C:21]([O:20][CH3:19])=[CH:22][CH:23]=2)[N:4]=1, predict the reactants needed to synthesize it. The reactants are: [OH:1][CH2:2][C:3]1[CH:7]=[C:6]([C:8]2[S:9][CH:10]=[CH:11][CH:12]=2)[NH:5][N:4]=1.C([O-])([O-])=O.[K+].[K+].[CH3:19][O:20][C:21]1[CH:28]=[CH:27][C:24]([CH2:25]Cl)=[CH:23][CH:22]=1. (4) Given the product [Br:19][C:8]1[C:9]2[C:14](=[CH:13][C:12]([O:17][CH3:18])=[CH:11][CH:10]=2)[CH:15]=[CH:16][C:7]=1[C:29]1[CH:30]=[CH:31][C:26]([C:24]([O:23][CH3:22])=[O:25])=[CH:27][CH:28]=1, predict the reactants needed to synthesize it. The reactants are: FC(F)(F)S(O[C:7]1[CH:16]=[CH:15][C:14]2[C:9](=[CH:10][CH:11]=[C:12]([O:17][CH3:18])[CH:13]=2)[C:8]=1[Br:19])(=O)=O.[CH3:22][O:23][C:24]([C:26]1[CH:31]=[CH:30][C:29](B(O)O)=[CH:28][CH:27]=1)=[O:25].C([O-])([O-])=O.[Na+].[Na+]. (5) The reactants are: O.O.O.O.O.[S:6]([O-:10])([O-:9])(=[O:8])=[O:7].[Cu+2:11].[Na].[O:13]=[C:14]1[O:20][C@H:19]([C@H:21]([CH2:23][OH:24])[OH:22])[C:17]([OH:18])=[C:15]1[OH:16].[N-]=[N+]=[N-].[Na+].C1(N)CCCCC1N. Given the product [S:6]([O-:10])([O-:9])(=[O:8])=[O:7].[Cu+2:11].[O:13]=[C:14]1[O:20][C@H:19]([C@H:21]([CH2:23][OH:24])[OH:22])[C:17]([OH:18])=[C:15]1[OH:16], predict the reactants needed to synthesize it.